From a dataset of Full USPTO retrosynthesis dataset with 1.9M reactions from patents (1976-2016). Predict the reactants needed to synthesize the given product. Given the product [F:1][C:2]([F:37])([F:36])[C:3]1[CH:4]=[C:5]([C:13]([N:15]2[C@H:20]([CH2:21][C:22]3[C:30]4[C:25](=[CH:26][CH:27]=[CH:28][CH:29]=4)[NH:24][CH:23]=3)[CH2:19][N:18]3[CH2:31][CH:32]([Br:39])[CH2:33][CH2:34][C@@H:17]3[CH2:16]2)=[O:14])[CH:6]=[C:7]([C:9]([F:12])([F:11])[F:10])[CH:8]=1, predict the reactants needed to synthesize it. The reactants are: [F:1][C:2]([F:37])([F:36])[C:3]1[CH:4]=[C:5]([C:13]([N:15]2[C@H:20]([CH2:21][C:22]3[C:30]4[C:25](=[CH:26][CH:27]=[CH:28][CH:29]=4)[NH:24][CH:23]=3)[CH2:19][N:18]3[CH2:31][C@@H:32](O)[CH2:33][CH2:34][C@@H:17]3[CH2:16]2)=[O:14])[CH:6]=[C:7]([C:9]([F:12])([F:11])[F:10])[CH:8]=1.C(Br)(Br)(Br)[Br:39].C1(P(C2C=CC=CC=2)C2C=CC=CC=2)C=CC=CC=1.